From a dataset of Full USPTO retrosynthesis dataset with 1.9M reactions from patents (1976-2016). Predict the reactants needed to synthesize the given product. Given the product [Cl:18][C:19]1[N:20]=[CH:21][N:22]=[C:23]([N:15]2[CH2:14][CH2:13][N:12]([C:10]([C:5]3[CH:6]=[CH:7][C:8]([CH3:9])=[C:3]([F:2])[CH:4]=3)=[O:11])[CH2:17][CH2:16]2)[CH:24]=1, predict the reactants needed to synthesize it. The reactants are: Cl.[F:2][C:3]1[CH:4]=[C:5]([C:10]([N:12]2[CH2:17][CH2:16][NH:15][CH2:14][CH2:13]2)=[O:11])[CH:6]=[CH:7][C:8]=1[CH3:9].[Cl:18][C:19]1[CH:24]=[C:23](Cl)[N:22]=[CH:21][N:20]=1.C(N(CC)CC)C.